This data is from Full USPTO retrosynthesis dataset with 1.9M reactions from patents (1976-2016). The task is: Predict the reactants needed to synthesize the given product. (1) Given the product [Cl:1][C:2]1[CH:3]=[C:4]([S:9]([N:12]([CH2:23][C:24]2[CH:33]=[CH:32][C:27]([C:28]([O:30][CH3:31])=[O:29])=[CH:26][CH:25]=2)[C@H:13]([C:16]2[CH:17]=[CH:18][CH:19]=[CH:20][CH:21]=2)[CH2:14][CH3:15])(=[O:11])=[O:10])[CH:5]=[CH:6][C:7]=1[Cl:8], predict the reactants needed to synthesize it. The reactants are: [Cl:1][C:2]1[CH:3]=[C:4]([S:9]([NH:12][C@H:13]([C:16]2[CH:21]=[CH:20][CH:19]=[CH:18][CH:17]=2)[CH2:14][CH3:15])(=[O:11])=[O:10])[CH:5]=[CH:6][C:7]=1[Cl:8].Br[CH2:23][C:24]1[CH:33]=[CH:32][C:27]([C:28]([O:30][CH3:31])=[O:29])=[CH:26][CH:25]=1.C([O-])([O-])=O.[K+].[K+]. (2) Given the product [CH3:19][C:15]1([CH3:20])[CH2:14][CH2:13][C:12]2[C:11]([N:21]3[CH2:26][CH2:25][S:24][CH2:23][CH2:22]3)=[N:10][C:9]3[S:8][C:7]4[C:6](=[N:5][CH:4]=[N:3][C:2]=4[NH:35][CH2:34][CH2:33][N:27]4[CH2:32][CH2:31][O:30][CH2:29][CH2:28]4)[C:18]=3[C:17]=2[CH2:16]1, predict the reactants needed to synthesize it. The reactants are: Cl[C:2]1[C:7]2[S:8][C:9]3[N:10]=[C:11]([N:21]4[CH2:26][CH2:25][S:24][CH2:23][CH2:22]4)[C:12]4[CH2:13][CH2:14][C:15]([CH3:20])([CH3:19])[CH2:16][C:17]=4[C:18]=3[C:6]=2[N:5]=[CH:4][N:3]=1.[N:27]1([CH2:33][CH2:34][NH2:35])[CH2:32][CH2:31][O:30][CH2:29][CH2:28]1. (3) Given the product [Cl:1][C:2]1[CH:3]=[CH:4][CH:5]=[C:6]2[C:10]=1[N:9]([CH:11]([CH3:12])[CH3:13])[N:8]=[C:7]2[C:14]1[CH:15]=[CH:16][C:17]([OH:20])=[CH:18][CH:19]=1, predict the reactants needed to synthesize it. The reactants are: [Cl:1][C:2]1[CH:3]=[CH:4][CH:5]=[C:6]2[C:10]=1[N:9]([CH:11]([CH3:13])[CH3:12])[N:8]=[C:7]2[C:14]1[CH:19]=[CH:18][C:17]([O:20]C)=[CH:16][CH:15]=1.B(Br)(Br)Br.C1CCCCC=1. (4) Given the product [CH2:1]([C:8]1[N:9]=[C:10]([C@H:13]2[CH2:17][CH2:16][C@H:15]([NH:18][C:29]3[N:34]=[CH:33][N:32]=[C:31]4[NH:35][N:36]=[CH:37][C:30]=34)[CH2:14]2)[S:11][CH:12]=1)[C:2]1[CH:3]=[CH:4][CH:5]=[CH:6][CH:7]=1, predict the reactants needed to synthesize it. The reactants are: [CH2:1]([C:8]1[N:9]=[C:10]([C@H:13]2[CH2:17][CH2:16][C@H:15]([NH2:18])[CH2:14]2)[S:11][CH:12]=1)[C:2]1[CH:7]=[CH:6][CH:5]=[CH:4][CH:3]=1.CCN(C(C)C)C(C)C.Cl[C:29]1[N:34]=[CH:33][N:32]=[C:31]2[N:35](C3CCCCO3)[N:36]=[CH:37][C:30]=12. (5) Given the product [F:8][C:5]1[N:4]=[C:3]([CH3:9])[C:2]([S:30][CH3:29])=[CH:7][CH:6]=1, predict the reactants needed to synthesize it. The reactants are: Br[C:2]1[C:3]([CH3:9])=[N:4][C:5]([F:8])=[CH:6][CH:7]=1.CN(CCN(C)C)C.C([Li])CCC.CCCCCC.[CH3:29][S:30]SC. (6) Given the product [Cl:20][CH:10]([CH:12]1[CH2:17][CH2:16][CH2:15][CH2:14][CH2:13]1)[C:3]1[C:4]2[CH:9]=[CH:8][CH:7]=[CH:6][C:5]=2[S:1][CH:2]=1, predict the reactants needed to synthesize it. The reactants are: [S:1]1[C:5]2[CH:6]=[CH:7][CH:8]=[CH:9][C:4]=2[C:3]([CH:10]([CH:12]2[CH2:17][CH2:16][CH2:15][CH2:14][CH2:13]2)O)=[CH:2]1.S(Cl)([Cl:20])=O.C(=O)([O-])O.[Na+].